This data is from Reaction yield outcomes from USPTO patents with 853,638 reactions. The task is: Predict the reaction yield, written as a fraction of the theoretical maximum amount of product (1.0 means a 100% yield; for example, 0.34 means a 34% yield). (1) The reactants are [F:1][C:2]1[CH:21]=[C:20]([N+:22]([O-:24])=[O:23])[CH:19]=[CH:18][C:3]=1[O:4][C:5]1[CH:10]=[CH:9][N:8]=[C:7]2[CH:11]=[C:12]([C:14]([O:16]C)=[O:15])[S:13][C:6]=12.[OH-].[K+]. The catalyst is C1COCC1. The product is [F:1][C:2]1[CH:21]=[C:20]([N+:22]([O-:24])=[O:23])[CH:19]=[CH:18][C:3]=1[O:4][C:5]1[CH:10]=[CH:9][N:8]=[C:7]2[CH:11]=[C:12]([C:14]([OH:16])=[O:15])[S:13][C:6]=12. The yield is 0.960. (2) The reactants are C(=O)([O-])[O-].[K+].[K+].Br[CH2:8][C:9]1[CH:10]=[C:11]([CH:16]=[CH:17][CH:18]=1)[C:12]([O:14][CH3:15])=[O:13].[I:19][C:20]1[CH:25]=[CH:24][C:23]([OH:26])=[CH:22][CH:21]=1. The catalyst is CC(C)=O. The product is [CH3:15][O:14][C:12](=[O:13])[C:11]1[CH:16]=[CH:17][CH:18]=[C:9]([CH2:8][O:26][C:23]2[CH:24]=[CH:25][C:20]([I:19])=[CH:21][CH:22]=2)[CH:10]=1. The yield is 0.900. (3) The reactants are N(OCCC(C)C)=O.[Br:9][C:10]1[C:16]([F:17])=[CH:15][C:13](N)=[C:12]([O:18][C:19]2[CH:24]=[CH:23][CH:22]=[CH:21][C:20]=2[O:25][CH3:26])[CH:11]=1.[ClH:27].O. The catalyst is C(#N)C.[Cu]Cl.[Cu](Cl)Cl. The product is [Br:9][C:10]1[CH:11]=[C:12]([O:18][C:19]2[CH:24]=[CH:23][CH:22]=[CH:21][C:20]=2[O:25][CH3:26])[C:13]([Cl:27])=[CH:15][C:16]=1[F:17]. The yield is 0.940. (4) The product is [O:1]=[C:2]1[N:7]([CH2:8][C:9]2[CH:10]=[CH:11][CH:12]=[CH:13][CH:14]=2)[C@@H:6]([C:15]([NH:42][CH2:35][C:36]2[CH:41]=[CH:40][CH:39]=[CH:38][CH:37]=2)=[O:17])[CH2:5][O:4][CH2:3]1. The yield is 1.00. The catalyst is C(Cl)Cl. The reactants are [O:1]=[C:2]1[N:7]([CH2:8][C:9]2[CH:14]=[CH:13][CH:12]=[CH:11][CH:10]=2)[C@@H:6]([C:15]([OH:17])=O)[CH2:5][O:4][CH2:3]1.ON1C2C=CC=CC=2N=N1.CN1CCOCC1.[CH2:35]([NH2:42])[C:36]1[CH:41]=[CH:40][CH:39]=[CH:38][CH:37]=1.Cl.CN(C)CCCN=C=NCC. (5) The reactants are [S-:1][C:2]#[N:3].[NH4+].[Br:5][C:6]1[CH:7]=[C:8]2[C:12](=[CH:13][CH:14]=1)[NH:11][N:10]=[C:9]2[NH2:15]. The catalyst is Cl. The product is [Br:5][C:6]1[CH:7]=[C:8]2[C:12](=[CH:13][CH:14]=1)[NH:11][N:10]=[C:9]2[NH:15][C:2]([NH2:3])=[S:1]. The yield is 0.850. (6) The reactants are [Cl:1][C:2]1[C:3]([NH:8][C@@H:9]2[CH2:14][CH2:13][CH2:12][N:11]([C:15]([O:17][C:18]([CH3:21])([CH3:20])[CH3:19])=[O:16])[CH2:10]2)=[N:4][CH:5]=[CH:6][CH:7]=1.[N:22]1[C:30]2[C:25](=[N:26][CH:27]=[CH:28][CH:29]=2)[N:24]([C:31]2[CH:32]=[CH:33][C:34]([C:37](O)=[O:38])=[N:35][CH:36]=2)[N:23]=1. No catalyst specified. The product is [Cl:1][C:2]1[C:3]([N:8]([C:37]([C:34]2[CH:33]=[CH:32][C:31]([N:24]3[C:25]4=[N:26][CH:27]=[CH:28][CH:29]=[C:30]4[N:22]=[N:23]3)=[CH:36][N:35]=2)=[O:38])[C@@H:9]2[CH2:14][CH2:13][CH2:12][N:11]([C:15]([O:17][C:18]([CH3:21])([CH3:20])[CH3:19])=[O:16])[CH2:10]2)=[N:4][CH:5]=[CH:6][CH:7]=1. The yield is 0.520. (7) The reactants are [CH3:1][N:2]1[C:6]2=[N:7][C:8]([N:11]3[CH:16]=[CH:15][C:14]([C:17]4[N:18]=[N:19][C:20]([C:23]([F:26])([F:25])[F:24])=[CH:21][CH:22]=4)=[CH:13][C:12]3=[O:27])=[CH:9][CH:10]=[C:5]2[C:4]2[CH2:28][N:29](C(OC(C)(C)C)=O)[CH2:30][CH2:31][C:3]1=2.Cl. The catalyst is CO.C(Cl)Cl. The product is [CH3:1][N:2]1[C:6]2=[N:7][C:8]([N:11]3[CH:16]=[CH:15][C:14]([C:17]4[N:18]=[N:19][C:20]([C:23]([F:24])([F:26])[F:25])=[CH:21][CH:22]=4)=[CH:13][C:12]3=[O:27])=[CH:9][CH:10]=[C:5]2[C:4]2[CH2:28][NH:29][CH2:30][CH2:31][C:3]1=2. The yield is 0.670. (8) The reactants are Br[C:2]1[N:6]([S:7]([C:10]2[CH:11]=[N:12][CH:13]=[CH:14][CH:15]=2)(=[O:9])=[O:8])[CH:5]=[C:4]([CH2:16][N:17]([CH3:25])[C:18](=[O:24])[O:19][C:20]([CH3:23])([CH3:22])[CH3:21])[CH:3]=1.[F:26][C:27]1[CH:32]=[CH:31][CH:30]=[C:29]([O:33][CH3:34])[C:28]=1B(O)O.C(=O)([O-])O.[Na+].COCCOC. The catalyst is C1C=CC([P]([Pd]([P](C2C=CC=CC=2)(C2C=CC=CC=2)C2C=CC=CC=2)([P](C2C=CC=CC=2)(C2C=CC=CC=2)C2C=CC=CC=2)[P](C2C=CC=CC=2)(C2C=CC=CC=2)C2C=CC=CC=2)(C2C=CC=CC=2)C2C=CC=CC=2)=CC=1.O. The product is [F:26][C:27]1[CH:32]=[CH:31][CH:30]=[C:29]([O:33][CH3:34])[C:28]=1[C:2]1[N:6]([S:7]([C:10]2[CH:11]=[N:12][CH:13]=[CH:14][CH:15]=2)(=[O:9])=[O:8])[CH:5]=[C:4]([CH2:16][N:17]([CH3:25])[C:18](=[O:24])[O:19][C:20]([CH3:23])([CH3:22])[CH3:21])[CH:3]=1. The yield is 0.210.